From a dataset of Forward reaction prediction with 1.9M reactions from USPTO patents (1976-2016). Predict the product of the given reaction. (1) The product is: [CH2:30]([C:23]1[CH:24]=[CH:25][CH:26]=[C:27]([CH2:28][CH3:29])[C:22]=1[C:4]1[N:5]=[C:6]([CH2:21][NH:35][C:33](=[O:34])[CH3:32])[C:7]([CH2:8][N:9]([CH3:20])[C@@H:10]2[C:19]3[C:14](=[CH:15][CH:16]=[CH:17][CH:18]=3)[CH2:13][CH2:12][CH2:11]2)=[C:2]([CH3:41])[N:3]=1)[CH3:31]. Given the reactants Cl[C:2]1[C:7]([CH2:8][N:9]([CH3:20])[C@@H:10]2[C:19]3[C:14](=[CH:15][CH:16]=[CH:17][CH:18]=3)[CH2:13][CH2:12][CH2:11]2)=[C:6]([CH3:21])[N:5]=[C:4]([C:22]2[C:27]([CH2:28][CH3:29])=[CH:26][CH:25]=[CH:24][C:23]=2[CH2:30][CH3:31])[N:3]=1.[CH3:32][C:33]([N:35](C)C)=[O:34].[C-]#N.[K+].[C:41]([O-])(O)=O.[Na+], predict the reaction product. (2) Given the reactants C[O:2][C:3]([C:5]1[CH:14]=[C:13]([O:15][CH2:16][C:17](=[O:30])[NH:18][C:19]2[CH:24]=[CH:23][CH:22]=[CH:21][C:20]=2[CH2:25][C:26]([O:28]C)=[O:27])[C:12]2[C:7](=[CH:8][C:9]([Cl:32])=[CH:10][C:11]=2[Cl:31])[CH:6]=1)=[O:4].[Li+].[OH-], predict the reaction product. The product is: [C:26]([CH2:25][C:20]1[CH:21]=[CH:22][CH:23]=[CH:24][C:19]=1[NH:18][C:17]([CH2:16][O:15][C:13]1[C:12]2[C:7](=[CH:8][C:9]([Cl:32])=[CH:10][C:11]=2[Cl:31])[CH:6]=[C:5]([C:3]([OH:4])=[O:2])[CH:14]=1)=[O:30])([OH:28])=[O:27]. (3) Given the reactants [CH2:1](B([C@H]1C[C@H]2C[C@H](C2(C)C)[C@@H]1C)[C@H]1C[C@H]2C[C@H](C2(C)C)[C@@H]1C)[CH:2]=[CH2:3].[Cl:25][C:26]1[CH:31]=[CH:30][N:29]=[C:28]([CH:32]=[O:33])[C:27]=1[F:34].[OH-].[Li+].OO.[OH-].[Na+], predict the reaction product. The product is: [Cl:25][C:26]1[CH:31]=[CH:30][N:29]=[C:28]([C@H:32]([OH:33])[CH2:3][CH:2]=[CH2:1])[C:27]=1[F:34]. (4) Given the reactants [Cl:1][C:2]1[CH:20]=[CH:19][C:5]([C:6]([N:8]([C:10]2[C:15]([CH3:16])=[CH:14][CH:13]=[CH:12][C:11]=2[O:17][CH3:18])[CH3:9])=[O:7])=[CH:4][C:3]=1[C:21]1[CH:22]=[N:23][C:24](Cl)=[CH:25][C:26]=1[CH3:27].[NH:29]1[CH:33]=[CH:32][CH:31]=[N:30]1.C([O-])([O-])=O.[K+].[K+].CNCCNC, predict the reaction product. The product is: [Cl:1][C:2]1[CH:20]=[CH:19][C:5]([C:6]([N:8]([C:10]2[C:15]([CH3:16])=[CH:14][CH:13]=[CH:12][C:11]=2[O:17][CH3:18])[CH3:9])=[O:7])=[CH:4][C:3]=1[C:21]1[CH:22]=[N:23][C:24]([N:29]2[CH:33]=[CH:32][CH:31]=[N:30]2)=[CH:25][C:26]=1[CH3:27]. (5) Given the reactants [CH:1]1[C:13]2[C:12]3[CH2:11][CH2:10][N:9]([C:14]([O:16][C:17]([CH3:20])([CH3:19])[CH3:18])=[O:15])[CH2:8][C:7]=3[CH:6]=[N:5][C:4]=2[NH:3][N:2]=1.[Br:21]N1C(=O)CCC1=O, predict the reaction product. The product is: [Br:21][C:1]1[C:13]2[C:12]3[CH2:11][CH2:10][N:9]([C:14]([O:16][C:17]([CH3:20])([CH3:19])[CH3:18])=[O:15])[CH2:8][C:7]=3[CH:6]=[N:5][C:4]=2[NH:3][N:2]=1.